Dataset: Full USPTO retrosynthesis dataset with 1.9M reactions from patents (1976-2016). Task: Predict the reactants needed to synthesize the given product. The reactants are: [NH2:1][C:2]1[CH:3]=[C:4]2[C:8](=[CH:9][CH:10]=1)[N:7]([CH2:11][C:12]([C:20]1[CH:25]=[CH:24][C:23]([F:26])=[CH:22][C:21]=1[F:27])([OH:19])[CH2:13][N:14]1[CH:18]=[N:17][CH:16]=[N:15]1)[N:6]=[CH:5]2.C(N(CC)C(C)C)(C)C.[CH2:37](Cl)[C:38]1[CH:43]=[CH:42][CH:41]=[CH:40][CH:39]=1. Given the product [CH2:37]([NH:1][C:2]1[CH:3]=[C:4]2[C:8](=[CH:9][CH:10]=1)[N:7]([CH2:11][C:12]([C:20]1[CH:25]=[CH:24][C:23]([F:26])=[CH:22][C:21]=1[F:27])([OH:19])[CH2:13][N:14]1[CH:18]=[N:17][CH:16]=[N:15]1)[N:6]=[CH:5]2)[C:38]1[CH:43]=[CH:42][CH:41]=[CH:40][CH:39]=1, predict the reactants needed to synthesize it.